Dataset: Reaction yield outcomes from USPTO patents with 853,638 reactions. Task: Predict the reaction yield, written as a fraction of the theoretical maximum amount of product (1.0 means a 100% yield; for example, 0.34 means a 34% yield). The reactants are [CH2:1]([NH:4][C:5]1[CH:10]=[CH:9][C:8]([O:11][CH3:12])=[CH:7][CH:6]=1)[CH:2]=[CH2:3].C([O-])([O-])=O.[K+].[K+].[C:19](Cl)(=[O:22])[CH:20]=[CH2:21]. The product is [CH2:1]([N:4]([C:5]1[CH:10]=[CH:9][C:8]([O:11][CH3:12])=[CH:7][CH:6]=1)[C:19](=[O:22])[CH:20]=[CH2:21])[CH:2]=[CH2:3]. The yield is 0.970. The catalyst is C(Cl)Cl.